Dataset: Reaction yield outcomes from USPTO patents with 853,638 reactions. Task: Predict the reaction yield, written as a fraction of the theoretical maximum amount of product (1.0 means a 100% yield; for example, 0.34 means a 34% yield). (1) The reactants are [NH2:1][CH2:2][CH2:3][CH2:4][C@@:5]1([C:20]2[CH:25]=[CH:24][C:23]([F:26])=[CH:22][CH:21]=2)[O:10][C:9](=[O:11])[N:8]([C@H:12]([CH:14]2[CH2:19][CH2:18][CH2:17][CH2:16][CH2:15]2)[CH3:13])[CH2:7][CH2:6]1.CCN(CC)CC.[CH3:34][S:35](Cl)(=[O:37])=[O:36]. No catalyst specified. The product is [CH:14]1([C@@H:12]([N:8]2[CH2:7][CH2:6][C@:5]([CH2:4][CH2:3][CH2:2][NH:1][S:35]([CH3:34])(=[O:37])=[O:36])([C:20]3[CH:25]=[CH:24][C:23]([F:26])=[CH:22][CH:21]=3)[O:10][C:9]2=[O:11])[CH3:13])[CH2:19][CH2:18][CH2:17][CH2:16][CH2:15]1. The yield is 0.330. (2) The reactants are [F:1][C:2]1[CH:7]=[CH:6][C:5]([C:8]2[S:12][C:11]3[CH:13]=[C:14]([O:17][CH3:18])[CH:15]=[CH:16][C:10]=3[C:9]=2[O:19][C:20]2[CH:25]=[CH:24][C:23](/[CH:26]=[CH:27]/[C:28]([OH:30])=O)=[CH:22][CH:21]=2)=[CH:4][CH:3]=1.C[N:32](C(ON1N=NC2C=CC=NC1=2)=[N+](C)C)C.F[P-](F)(F)(F)(F)F.CCN(C(C)C)C(C)C.[NH4+].[Cl-]. The catalyst is CN(C=O)C. The product is [F:1][C:2]1[CH:7]=[CH:6][C:5]([C:8]2[S:12][C:11]3[CH:13]=[C:14]([O:17][CH3:18])[CH:15]=[CH:16][C:10]=3[C:9]=2[O:19][C:20]2[CH:25]=[CH:24][C:23](/[CH:26]=[CH:27]/[C:28]([NH2:32])=[O:30])=[CH:22][CH:21]=2)=[CH:4][CH:3]=1. The yield is 0.850. (3) The reactants are C(NC(C)C)(C)C.[Li]CCCC.[C:13]([O:16][CH3:17])(=[O:15])[CH3:14].[C:18]1([C:27]2[CH:32]=[CH:31][CH:30]=[CH:29][CH:28]=2)[CH:23]=[CH:22][C:21]([CH2:24][CH:25]=[O:26])=[CH:20][CH:19]=1. The catalyst is C1COCC1. The product is [C:18]1([C:27]2[CH:28]=[CH:29][CH:30]=[CH:31][CH:32]=2)[CH:19]=[CH:20][C:21]([CH2:24][CH:25]([OH:26])[CH2:14][C:13]([O:16][CH3:17])=[O:15])=[CH:22][CH:23]=1. The yield is 0.580. (4) The reactants are [ClH:1].[C:2]1([C:7]2[N:12]=[C:11]3[CH2:13][CH2:14][CH2:15][C:10]3=[C:9]([NH:16][C:17]3[CH:22]=[CH:21][C:20]([CH2:23][C:24]([NH2:26])=[O:25])=[CH:19][CH:18]=3)[CH:8]=2)[CH2:6][CH2:5][CH2:4][CH:3]=1. The catalyst is C(O)C.[Pd]. The product is [ClH:1].[CH:2]1([C:7]2[N:12]=[C:11]3[CH2:13][CH2:14][CH2:15][C:10]3=[C:9]([NH:16][C:17]3[CH:22]=[CH:21][C:20]([CH2:23][C:24]([NH2:26])=[O:25])=[CH:19][CH:18]=3)[CH:8]=2)[CH2:3][CH2:4][CH2:5][CH2:6]1. The yield is 0.950. (5) The reactants are CS(OC[CH:7]1[CH2:12][CH2:11][CH:10]([NH:13][C:14]2[C:23]3[C:18](=[CH:19][CH:20]=[C:21]([Cl:24])[N:22]=3)[N:17]=[CH:16][C:15]=2[C:25](=[O:27])[CH3:26])[CH2:9][CH2:8]1)(=O)=O.N[C@H]1CC[C@H]([CH2:35][N:36]2[CH2:41][CH2:40][N:39]([C:42]([O:44][C:45]([CH3:48])([CH3:47])[CH3:46])=[O:43])[CH2:38][CH2:37]2)CC1. No catalyst specified. The product is [C:25]([C:15]1[CH:16]=[N:17][C:18]2[C:23]([C:14]=1[NH:13][C@H:10]1[CH2:9][CH2:8][C@H:7]([CH2:35][N:36]3[CH2:41][CH2:40][N:39]([C:42]([O:44][C:45]([CH3:48])([CH3:47])[CH3:46])=[O:43])[CH2:38][CH2:37]3)[CH2:12][CH2:11]1)=[N:22][C:21]([Cl:24])=[CH:20][CH:19]=2)(=[O:27])[CH3:26]. The yield is 0.730.